Dataset: Peptide-MHC class II binding affinity with 134,281 pairs from IEDB. Task: Regression. Given a peptide amino acid sequence and an MHC pseudo amino acid sequence, predict their binding affinity value. This is MHC class II binding data. The peptide sequence is YQSRNKRLISHRNSK. The MHC is H-2-IAb with pseudo-sequence H-2-IAb. The binding affinity (normalized) is 0.0513.